Dataset: Full USPTO retrosynthesis dataset with 1.9M reactions from patents (1976-2016). Task: Predict the reactants needed to synthesize the given product. (1) Given the product [C:11]([C:9]1[CH:8]=[C:7]([N:15]2[CH2:20][CH2:19][N:18]([CH2:21][CH2:22][CH2:23][CH2:24][NH:25][C:31]([N:47]3[CH2:48][CH2:49][N:44]([C:38]4[CH:43]=[CH:42][CH:41]=[CH:40][CH:39]=4)[CH2:45][CH2:46]3)=[O:32])[CH2:17][CH2:16]2)[CH:6]=[C:5]([C:1]([CH3:2])([CH3:3])[CH3:4])[CH:10]=1)([CH3:14])([CH3:13])[CH3:12], predict the reactants needed to synthesize it. The reactants are: [C:1]([C:5]1[CH:6]=[C:7]([N:15]2[CH2:20][CH2:19][N:18]([CH2:21][CH2:22][CH2:23][CH2:24][NH2:25])[CH2:17][CH2:16]2)[CH:8]=[C:9]([C:11]([CH3:14])([CH3:13])[CH3:12])[CH:10]=1)([CH3:4])([CH3:3])[CH3:2].C1N=CN([C:31](N2C=NC=C2)=[O:32])C=1.[C:38]1([N:44]2[CH2:49][CH2:48][NH:47][CH2:46][CH2:45]2)[CH:43]=[CH:42][CH:41]=[CH:40][CH:39]=1. (2) Given the product [ClH:20].[CH3:1][C:2]1[C:12]2[CH2:11][CH2:10][N:9]([CH2:21][CH2:22][CH2:23][CH2:24][S:25][C:26]3[N:27]([CH3:42])[C:28]([C:31]4[CH:40]=[CH:39][CH:38]=[C:37]5[C:32]=4[CH:33]=[CH:34][C:35]([CH3:41])=[N:36]5)=[N:29][N:30]=3)[CH2:8][CH2:7][C:6]=2[CH:5]=[C:4]2[N:13]=[C:14]([C:16]([F:19])([F:17])[F:18])[O:15][C:3]=12, predict the reactants needed to synthesize it. The reactants are: [CH3:1][C:2]1[C:12]2[CH2:11][CH2:10][NH:9][CH2:8][CH2:7][C:6]=2[CH:5]=[C:4]2[N:13]=[C:14]([C:16]([F:19])([F:18])[F:17])[O:15][C:3]=12.[Cl:20][CH2:21][CH2:22][CH2:23][CH2:24][S:25][C:26]1[N:27]([CH3:42])[C:28]([C:31]2[CH:40]=[CH:39][CH:38]=[C:37]3[C:32]=2[CH:33]=[CH:34][C:35]([CH3:41])=[N:36]3)=[N:29][N:30]=1. (3) Given the product [OH:8][C:9]1[CH:10]=[C:11]([CH:16]=[C:17]([O:19][C@H:20]2[CH2:24][CH2:23][O:22][CH2:21]2)[CH:18]=1)[C:12]([O:14][CH3:15])=[O:13], predict the reactants needed to synthesize it. The reactants are: C1(C[O:8][C:9]2[CH:10]=[C:11]([CH:16]=[C:17]([O:19][C@H:20]3[CH2:24][CH2:23][O:22][CH2:21]3)[CH:18]=2)[C:12]([O:14][CH3:15])=[O:13])C=CC=CC=1. (4) The reactants are: [NH2:1][C:2]1[CH:7]=[CH:6][C:5]([N:8]2[CH:13]=[CH:12][C:11]3[O:14][C:15]([C:17]4[CH:22]=[CH:21][CH:20]=[C:19]([Cl:23])[CH:18]=4)=[CH:16][C:10]=3[C:9]2=[O:24])=[CH:4][C:3]=1[CH3:25].[N:26]([O-])=O.[Na+]. Given the product [Cl:23][C:19]1[CH:18]=[C:17]([C:15]2[O:14][C:11]3[CH:12]=[CH:13][N:8]([C:5]4[CH:4]=[C:3]5[C:2](=[CH:7][CH:6]=4)[NH:1][N:26]=[CH:25]5)[C:9](=[O:24])[C:10]=3[CH:16]=2)[CH:22]=[CH:21][CH:20]=1, predict the reactants needed to synthesize it. (5) Given the product [NH:4]1[CH2:5][CH2:6][CH2:7][CH:2]([NH:25][C:20]2[C:19]3[CH:18]=[CH:17][N:16]=[CH:15][C:24]=3[CH:23]=[CH:22][CH:21]=2)[CH2:3]1, predict the reactants needed to synthesize it. The reactants are: O=[C:2]1[CH2:7][CH2:6][CH2:5][N:4](C(OC(C)(C)C)=O)[CH2:3]1.[CH:15]1[C:24]2[CH:23]=[CH:22][CH:21]=[C:20]([NH2:25])[C:19]=2[CH:18]=[CH:17][N:16]=1. (6) Given the product [C:12]([O:6][CH2:5][CH:4]([CH2:1][CH2:2][CH3:3])[CH2:7][CH2:8][CH2:9][CH2:10][CH3:11])(=[O:18])[CH2:13][CH2:14][CH2:15][CH2:16][CH3:17], predict the reactants needed to synthesize it. The reactants are: [CH2:1]([CH:4]([CH2:7][CH2:8][CH2:9][CH2:10][CH3:11])[CH2:5][OH:6])[CH2:2][CH3:3].[C:12](O)(=[O:18])[CH2:13][CH2:14][CH2:15][CH2:16][CH3:17]. (7) The reactants are: C1(C(C2C=CC=CC=2)[N:8]2[CH2:13][CH2:12][C:11]([C:16]3[CH:21]=[CH:20][CH:19]=[C:18]([O:22][C:23]([F:26])([F:25])[F:24])[CH:17]=3)([C:14]#[N:15])[CH2:10][CH2:9]2)C=CC=CC=1.C([O-])=O.[NH4+]. Given the product [F:26][C:23]([F:24])([F:25])[O:22][C:18]1[CH:17]=[C:16]([C:11]2([C:14]#[N:15])[CH2:10][CH2:9][NH:8][CH2:13][CH2:12]2)[CH:21]=[CH:20][CH:19]=1, predict the reactants needed to synthesize it. (8) Given the product [CH3:18][O:19][C:20](=[O:29])[CH:21]([N:6]1[C:5](=[O:9])[CH:4]=[C:3]([N:2]([CH3:1])[C:10]2[CH:15]=[CH:14][CH:13]=[CH:12][CH:11]=2)[CH:8]=[N:7]1)[CH2:22][CH:23]1[CH2:24][CH2:25][CH2:26][CH2:27]1, predict the reactants needed to synthesize it. The reactants are: [CH3:1][N:2]([C:10]1[CH:15]=[CH:14][CH:13]=[CH:12][CH:11]=1)[C:3]1[CH:8]=[N:7][NH:6][C:5](=[O:9])[CH:4]=1.[H-].[Na+].[CH3:18][O:19][C:20](=[O:29])[CH:21](Br)[CH2:22][CH:23]1[CH2:27][CH2:26][CH2:25][CH2:24]1. (9) Given the product [OH-:5].[NH4+:8].[CH3:59][O:60][C:61]1[CH:62]=[C:63]([C:69]2[C@@H:78]3[C@@H:73]([CH2:74][CH2:75][CH2:76][CH2:77]3)[C:72](=[O:79])[N:71]([CH:80]3[CH2:81][CH2:82][N:83]([C:16](=[O:18])[C@@H:9]([NH:8][C:6](=[O:7])[O:5][C:1]([CH3:2])([CH3:3])[CH3:4])[CH2:10][C:11]4[N:15]=[CH:14][NH:13][CH:12]=4)[CH2:84][CH2:85]3)[N:70]=2)[CH:64]=[CH:65][C:66]=1[O:67][CH3:68], predict the reactants needed to synthesize it. The reactants are: [C:1]([O:5][C:6]([NH:8][C@H:9]([C:16]([OH:18])=O)[CH2:10][C:11]1[N:15]=[CH:14][NH:13][CH:12]=1)=[O:7])([CH3:4])([CH3:3])[CH3:2].CN(C(ON1N=NC2C=CC=CC1=2)=[N+](C)C)C.[B-](F)(F)(F)F.C1C=CC2N(O)N=NC=2C=1.CN1CCOCC1.Cl.[CH3:59][O:60][C:61]1[CH:62]=[C:63]([C:69]2[C@@H:78]3[C@@H:73]([CH2:74][CH2:75][CH2:76][CH2:77]3)[C:72](=[O:79])[N:71]([CH:80]3[CH2:85][CH2:84][NH:83][CH2:82][CH2:81]3)[N:70]=2)[CH:64]=[CH:65][C:66]=1[O:67][CH3:68].